From a dataset of Forward reaction prediction with 1.9M reactions from USPTO patents (1976-2016). Predict the product of the given reaction. (1) Given the reactants [C:1]([C:3]1[CH:8]=[CH:7][C:6]([CH:9]2[CH2:14][CH2:13][N:12]([C:15]([C:17]3[C:18]([CH3:30])=[CH:19][C:20]([CH:26]4[CH2:29][CH2:28][CH2:27]4)=[C:21]([CH:25]=3)[C:22](O)=[O:23])=[O:16])[CH2:11][CH2:10]2)=[CH:5][CH:4]=1)#[N:2].C[CH2:32][N:33]=C=NCCCN(C)C.C1C=CC2N(O)N=NC=2C=1.C(N(C(C)C)CC)(C)C.CN, predict the reaction product. The product is: [C:1]([C:3]1[CH:4]=[CH:5][C:6]([CH:9]2[CH2:10][CH2:11][N:12]([C:15]([C:17]3[C:18]([CH3:30])=[CH:19][C:20]([CH:26]4[CH2:27][CH2:28][CH2:29]4)=[C:21]([CH:25]=3)[C:22]([NH:33][CH3:32])=[O:23])=[O:16])[CH2:13][CH2:14]2)=[CH:7][CH:8]=1)#[N:2]. (2) The product is: [CH2:1]([O:3][C:4](=[O:24])[C:5]1[CH:10]=[CH:9][CH:8]=[C:7]([S:12][C:13]2[C:21]3[C:16](=[CH:17][C:18]([Cl:22])=[CH:19][CH:20]=3)[N:15]([C:26]3[CH:27]=[N:28][CH:29]=[C:30]([CH3:32])[CH:31]=3)[C:14]=2[CH3:23])[CH:6]=1)[CH3:2]. Given the reactants [CH2:1]([O:3][C:4](=[O:24])[C:5]1[CH:10]=[CH:9][C:8](C)=[C:7]([S:12][C:13]2[C:21]3[C:16](=[CH:17][C:18]([Cl:22])=[CH:19][CH:20]=3)[NH:15][C:14]=2[CH3:23])[CH:6]=1)[CH3:2].Br[C:26]1[CH:27]=[N:28][CH:29]=[C:30]([CH3:32])[CH:31]=1, predict the reaction product. (3) Given the reactants Br[C:2]1[N:7]=[C:6]2[C:8]3([CH2:33][CH2:32][O:31][CH2:30][CH2:29]3)[CH2:9][N:10]([C:11]3[C:20]4[C:15](=[CH:16][C:17]([F:21])=[CH:18][CH:19]=4)[N:14]=[C:13]([C:22]4[CH:27]=[CH:26][CH:25]=[CH:24][N:23]=4)[C:12]=3[CH3:28])[C:5]2=[CH:4][C:3]=1[N:34]1[CH2:39][CH2:38][O:37][CH2:36][CH2:35]1.COC1C=CC(C[NH2:47])=CC=1.CC(C)([O-])C.[Na+], predict the reaction product. The product is: [F:21][C:17]1[CH:16]=[C:15]2[C:20]([C:11]([N:10]3[C:5]4[C:6](=[N:7][C:2]([NH2:47])=[C:3]([N:34]5[CH2:39][CH2:38][O:37][CH2:36][CH2:35]5)[CH:4]=4)[C:8]4([CH2:33][CH2:32][O:31][CH2:30][CH2:29]4)[CH2:9]3)=[C:12]([CH3:28])[C:13]([C:22]3[CH:27]=[CH:26][CH:25]=[CH:24][N:23]=3)=[N:14]2)=[CH:19][CH:18]=1. (4) Given the reactants Cl.[CH3:2]N(C)CCCN=C=NCC.[C:13](=[S:15])=S.[CH2:16]([N:23]([CH2:28][C:29]1[CH:34]=[CH:33][CH:32]=[CH:31][CH:30]=1)[CH2:24][C@@H:25]([NH2:27])C)[C:17]1[CH:22]=[CH:21][CH:20]=[CH:19][CH:18]=1.[NH:35]1[CH2:40][CH2:39][CH:38]([N:41]2[C:45]3[CH:46]=[CH:47][CH:48]=[CH:49][C:44]=3[NH:43][C:42]2=[O:50])[CH2:37][CH2:36]1, predict the reaction product. The product is: [CH2:28]([N:23]([CH2:16][C:17]1[CH:18]=[CH:19][CH:20]=[CH:21][CH:22]=1)[C@@H:24]([CH3:2])[CH2:25][NH:27][C:13]([N:35]1[CH2:36][CH2:37][CH:38]([N:41]2[C:45]3[CH:46]=[CH:47][CH:48]=[CH:49][C:44]=3[NH:43][C:42]2=[O:50])[CH2:39][CH2:40]1)=[S:15])[C:29]1[CH:30]=[CH:31][CH:32]=[CH:33][CH:34]=1. (5) Given the reactants [F:1][C:2]([F:32])([F:31])[C:3]1[CH:4]=[C:5]([CH:24]=[C:25]([C:27]([F:30])([F:29])[F:28])[CH:26]=1)[CH2:6][N:7]([CH2:12][C:13]1[CH:18]=[C:17]([C:19]([F:22])([F:21])[F:20])[CH:16]=[CH:15][C:14]=1I)[C:8](=[O:11])[O:9][CH3:10].[CH3:33][O:34][C:35]1[CH:40]=[CH:39][C:38]([CH3:41])=[CH:37][C:36]=1B(O)O.C(=O)([O-])[O-].[K+].[K+], predict the reaction product. The product is: [F:1][C:2]([F:32])([F:31])[C:3]1[CH:4]=[C:5]([CH:24]=[C:25]([C:27]([F:30])([F:29])[F:28])[CH:26]=1)[CH2:6][N:7]([CH2:12][C:13]1[CH:18]=[C:17]([C:19]([F:22])([F:21])[F:20])[CH:16]=[CH:15][C:14]=1[C:36]1[CH:37]=[C:38]([CH3:41])[CH:39]=[CH:40][C:35]=1[O:34][CH3:33])[C:8](=[O:11])[O:9][CH3:10]. (6) Given the reactants Cl[C:2]1[CH:7]=[CH:6][N:5]=[C:4]([N:8]2[CH2:13][CH2:12][N:11]([C:14]([O:16][C:17]([CH3:20])([CH3:19])[CH3:18])=[O:15])[CH2:10][CH2:9]2)[N:3]=1.[C:21]1(OB(O)O)[CH:26]=[CH:25][CH:24]=[CH:23][CH:22]=1.P([O-])([O-])([O-])=O.[K+].[K+].[K+], predict the reaction product. The product is: [C:21]1([C:2]2[CH:7]=[CH:6][N:5]=[C:4]([N:8]3[CH2:13][CH2:12][N:11]([C:14]([O:16][C:17]([CH3:20])([CH3:19])[CH3:18])=[O:15])[CH2:10][CH2:9]3)[N:3]=2)[CH:26]=[CH:25][CH:24]=[CH:23][CH:22]=1. (7) Given the reactants [OH:1][CH:2]1[CH2:7][CH2:6][N:5]([CH2:8][CH2:9][CH2:10][NH:11]C(=O)OCC2C=CC=CC=2)[CH2:4][CH2:3]1, predict the reaction product. The product is: [NH2:11][CH2:10][CH2:9][CH2:8][N:5]1[CH2:4][CH2:3][CH:2]([OH:1])[CH2:7][CH2:6]1. (8) Given the reactants [N:1]1[CH:6]=[C:5]([C:7]([OH:9])=[O:8])[CH:4]=[CH:3][C:2]=1[C:10]([OH:12])=[O:11].[CH2:13](O)[CH3:14].S(=O)(=O)(O)O, predict the reaction product. The product is: [CH2:13]([O:11][C:10]([C:2]1[CH:3]=[CH:4][C:5]([C:7]([OH:9])=[O:8])=[CH:6][N:1]=1)=[O:12])[CH3:14].